This data is from Forward reaction prediction with 1.9M reactions from USPTO patents (1976-2016). The task is: Predict the product of the given reaction. (1) Given the reactants [N+](C1C=C[C:7]([O:10][P:11]([C:26]2[CH:31]=[CH:30][CH:29]=[CH:28][CH:27]=2)(=[O:25])[O:12][C:13]2[CH:14]=[C:15]3[C:19](=[CH:20][CH:21]=2)[N:18](C(=O)C)[N:17]=[CH:16]3)=CC=1)([O-])=O.C(O)C.CO.N12CCCN=C1CCCCC2, predict the reaction product. The product is: [CH3:7][O:10][P:11]([C:26]1[CH:27]=[CH:28][CH:29]=[CH:30][CH:31]=1)(=[O:25])[O:12][C:13]1[CH:14]=[C:15]2[C:19](=[CH:20][CH:21]=1)[NH:18][N:17]=[CH:16]2. (2) The product is: [CH3:1][C:2]1[CH:7]=[CH:6][C:5]([NH:8][C:9](=[O:24])[C:10]2[CH:15]=[CH:14][C:13]([CH2:16][N:17]3[CH2:22][CH2:21][N:20]([CH3:23])[CH2:19][CH2:18]3)=[CH:12][CH:11]=2)=[CH:4][C:3]=1[NH:25][C:26]([N:28]1[C:32]2[N:33]=[CH:34][N:35]=[C:36]([NH:42][C:43]3[CH:51]=[CH:50][CH:49]=[C:45]([C:46](=[O:47])[NH2:48])[CH:44]=3)[C:31]=2[CH:30]=[CH:29]1)=[O:27]. Given the reactants [CH3:1][C:2]1[CH:7]=[CH:6][C:5]([NH:8][C:9](=[O:24])[C:10]2[CH:15]=[CH:14][C:13]([CH2:16][N:17]3[CH2:22][CH2:21][N:20]([CH3:23])[CH2:19][CH2:18]3)=[CH:12][CH:11]=2)=[CH:4][C:3]=1[NH:25][C:26]([N:28]1[C:32]2[N:33]=[CH:34][N:35]=[C:36](Cl)[C:31]=2[CH:30]=[CH:29]1)=[O:27].C(Cl)(=O)C.[NH2:42][C:43]1[CH:44]=[C:45]([CH:49]=[CH:50][CH:51]=1)[C:46]([NH2:48])=[O:47], predict the reaction product. (3) Given the reactants [OH:1][C@H:2]([C:23]1[CH:28]=[CH:27][CH:26]=[CH:25][CH:24]=1)[CH2:3][CH2:4][N:5]1[CH2:10][CH2:9][CH:8]([C:11]2[CH:12]=[C:13]([NH:17][C:18](=[O:22])[CH:19]([CH3:21])[CH3:20])[CH:14]=[CH:15][CH:16]=2)[CH2:7][CH2:6]1.[F:29][C:30]1[CH:35]=[CH:34][C:33]([C:36]([F:39])([F:38])[F:37])=[CH:32][C:31]=1O.C1(P(C2C=CC=CC=2)C2C=CC=CC=2)C=CC=CC=1.N(C(OCC)=O)=NC(OCC)=O.N, predict the reaction product. The product is: [F:29][C:30]1[CH:31]=[CH:32][C:33]([C:36]([F:37])([F:38])[F:39])=[CH:34][C:35]=1[O:1][C@@H:2]([C:23]1[CH:24]=[CH:25][CH:26]=[CH:27][CH:28]=1)[CH2:3][CH2:4][N:5]1[CH2:10][CH2:9][CH:8]([C:11]2[CH:12]=[C:13]([NH:17][C:18](=[O:22])[CH:19]([CH3:21])[CH3:20])[CH:14]=[CH:15][CH:16]=2)[CH2:7][CH2:6]1. (4) Given the reactants Br[C:2]1[CH:3]=[N:4][N:5]([CH3:17])[C:6]=1[C:7]1[CH:8]=[C:9]([C:13]([O:15][CH3:16])=[O:14])[O:10][C:11]=1[CH3:12].[C:18](=O)([O-])[O-].[K+].[K+].CB1OB(C)OB(C)O1, predict the reaction product. The product is: [CH3:17][N:5]1[C:6]([C:7]2[CH:8]=[C:9]([C:13]([O:15][CH3:16])=[O:14])[O:10][C:11]=2[CH3:12])=[C:2]([CH3:18])[CH:3]=[N:4]1. (5) Given the reactants [CH3:1][S:2]([CH2:5][C:6]([O:8][CH3:9])=[O:7])(=[O:4])=[O:3].I[CH2:11][CH2:12][CH2:13]I.C(=O)([O-])[O-].[Cs+].[Cs+], predict the reaction product. The product is: [CH3:1][S:2]([C:5]1([C:6]([O:8][CH3:9])=[O:7])[CH2:13][CH2:12][CH2:11]1)(=[O:4])=[O:3]. (6) Given the reactants C([O:14][C:15]([C:17]1([O:20]/[N:21]=[C:22](/[C:72]2[N:73]=[C:74]([NH:77]C(OC(C)(C)C)=O)[S:75][CH:76]=2)\[C:23]([NH:25][C@@H:26]2[C:29](=[O:30])[N:28]([S:31]([OH:34])(=[O:33])=[O:32])[C@@H:27]2[CH2:35][N:36]2[N:40]=[C:39]([CH2:41][N:42](C(OC(C)(C)C)=O)[C:43]([N:52]3[CH2:55][CH:54]([CH2:56][NH:57]C(OC(C)(C)C)=O)[CH2:53]3)=[N:44]C(OC(C)(C)C)=O)[CH:38]=[N:37]2)=[O:24])[CH2:19][CH2:18]1)=[O:16])(C1C=CC=CC=1)C1C=CC=CC=1.C(O)(C(F)(F)F)=O, predict the reaction product. The product is: [NH2:57][CH2:56][CH:54]1[CH2:55][N:52]([C:43](=[NH:44])[NH:42][CH2:41][C:39]2[CH:38]=[N:37][N:36]([CH2:35][C@@H:27]3[C@H:26]([NH:25][C:23](=[O:24])/[C:22](=[N:21]\[O:20][C:17]4([C:15]([OH:16])=[O:14])[CH2:19][CH2:18]4)/[C:72]4[N:73]=[C:74]([NH2:77])[S:75][CH:76]=4)[C:29](=[O:30])[N:28]3[S:31]([OH:34])(=[O:33])=[O:32])[N:40]=2)[CH2:53]1. (7) Given the reactants Cl.[CH3:2][O:3][C:4]([C@H:6]1[NH:24][C:23](=[O:25])[C@H:22]([CH:26]([CH3:28])[CH3:27])[NH:21][C:20](=[O:29])[C@@H:19]([NH2:30])[CH2:18][C:17]2=[CH:31][CH:32]=[C:14]([CH:15]=[CH:16]2)[O:13][CH2:12][CH2:11][CH2:10][CH2:9][S:8][CH2:7]1)=[O:5].Cl[C:34]([O:36][CH2:37][C:38]1[CH:43]=[CH:42][CH:41]=[CH:40][CH:39]=1)=[O:35].CCN(C(C)C)C(C)C.CCOC(C)=O.C(Cl)Cl, predict the reaction product. The product is: [CH3:2][O:3][C:4]([C@H:6]1[NH:24][C:23](=[O:25])[C@H:22]([CH:26]([CH3:28])[CH3:27])[NH:21][C:20](=[O:29])[C@@H:19]([NH:30][C:34]([O:36][CH2:37][C:38]2[CH:43]=[CH:42][CH:41]=[CH:40][CH:39]=2)=[O:35])[CH2:18][C:17]2=[CH:31][CH:32]=[C:14]([CH:15]=[CH:16]2)[O:13][CH2:12][CH2:11][CH2:10][CH2:9][S:8][CH2:7]1)=[O:5]. (8) The product is: [Br:1][CH2:25][CH2:24][CH2:23][CH2:22][C:15]1[C:16]2[CH:21]=[CH:20][CH:19]=[CH:18][C:17]=2[O:13][CH:14]=1. Given the reactants [Br:1]CCC1C2C=CC=CC=2OC=1.[O:13]1[C:17]2[CH:18]=[CH:19][CH:20]=[CH:21][C:16]=2[C:15]([CH2:22][CH2:23][CH2:24][CH2:25]O)=[CH:14]1.C(Br)(Br)(Br)Br.C1(P(C2C=CC=CC=2)C2C=CC=CC=2)C=CC=CC=1, predict the reaction product. (9) Given the reactants [F:1][C:2]([F:19])([F:18])[O:3][CH2:4][CH2:5][O:6][CH2:7][CH2:8][O:9][CH2:10][CH2:11][O:12][C@H:13]1[CH2:17][CH2:16][NH:15][CH2:14]1.[CH2:20]([O:27][C:28]([NH:30][C@@H:31]([C:35]1[CH:40]=[CH:39][CH:38]=[CH:37][CH:36]=1)[C:32](O)=[O:33])=[O:29])[C:21]1[CH:26]=[CH:25][CH:24]=[CH:23][CH:22]=1.C(N(C(C)C)CC)(C)C.F[B-](F)(F)F.N1(OC(N(C)C)=[N+](C)C)C2C=CC=CC=2N=N1, predict the reaction product. The product is: [O:33]=[C:32]([N:15]1[CH2:16][CH2:17][C@H:13]([O:12][CH2:11][CH2:10][O:9][CH2:8][CH2:7][O:6][CH2:5][CH2:4][O:3][C:2]([F:18])([F:1])[F:19])[CH2:14]1)[C@@H:31]([NH:30][C:28](=[O:29])[O:27][CH2:20][C:21]1[CH:22]=[CH:23][CH:24]=[CH:25][CH:26]=1)[C:35]1[CH:40]=[CH:39][CH:38]=[CH:37][CH:36]=1. (10) The product is: [NH2:14][CH2:13][CH:12]([S:11][CH2:10][C@H:9]([C:23]([O:25][CH3:26])=[O:24])[NH:8][C:6]([O:5][C:1]([CH3:3])([CH3:4])[CH3:2])=[O:7])[C:17]1[CH:18]=[CH:19][CH:20]=[CH:21][CH:22]=1. Given the reactants [C:1]([O:5][C:6]([NH:8][C@@H:9]([C:23]([O:25][CH3:26])=[O:24])[CH2:10][S:11][CH:12]([C:17]1[CH:22]=[CH:21][CH:20]=[CH:19][CH:18]=1)[CH2:13][N+:14]([O-])=O)=[O:7])([CH3:4])([CH3:3])[CH3:2], predict the reaction product.